Dataset: Reaction yield outcomes from USPTO patents with 853,638 reactions. Task: Predict the reaction yield, written as a fraction of the theoretical maximum amount of product (1.0 means a 100% yield; for example, 0.34 means a 34% yield). (1) The reactants are O=C1NC2=N[CH:7]=[C:8]([C:10]3[CH:19]=[CH:18][C:13](C(OC)=O)=[CH:12][CH:11]=3)N=C2N1CC1CCOCC1.Br[C:29]1[N:34]=[C:33]2[N:35]([CH2:39][CH:40]3[CH2:45][CH2:44][O:43][CH2:42][CH2:41]3)[C:36](=[O:38])[NH:37][C:32]2=[N:31][CH:30]=1.[CH3:46]OC(C1C=CC(B(O)O)=CC=1)=O.P([O-])([O-])([O-])=O.[K+].[K+].[K+].[OH2:67]. The catalyst is CN(C=O)C.C1C=CC(P(C2C=CC=CC=2)[C-]2C=CC=C2)=CC=1.C1C=CC(P(C2C=CC=CC=2)[C-]2C=CC=C2)=CC=1.Cl[Pd]Cl.[Fe+2]. The product is [OH:67][C:8]([C:10]1[CH:11]=[CH:12][C:13]([C:29]2[N:34]=[C:33]3[N:35]([CH2:39][CH:40]4[CH2:45][CH2:44][O:43][CH2:42][CH2:41]4)[C:36](=[O:38])[NH:37][C:32]3=[N:31][CH:30]=2)=[CH:18][CH:19]=1)([CH3:7])[CH3:46]. The yield is 0.310. (2) The reactants are [CH:1]1([NH:6][C:7](=[O:27])[C@H:8]([NH:13][CH2:14][C:15]2[CH:20]=[CH:19][N:18]=[C:17]3[NH:21][CH:22]=[C:23]([C:24]([OH:26])=O)[C:16]=23)[C@H:9]([CH3:12])[CH2:10][CH3:11])[CH2:5][CH2:4][CH2:3][CH2:2]1.CN(C(ON1N=NC2C=CC=NC1=2)=[N+](C)C)C.F[P-](F)(F)(F)(F)F.CN1CCOCC1. The catalyst is C1COCC1. The product is [CH:1]1([NH:6][C:7](=[O:27])[C@H:8]([N:13]2[C:24](=[O:26])[C:23]3=[CH:22][NH:21][C:17]4[C:16]3=[C:15]([CH:20]=[CH:19][N:18]=4)[CH2:14]2)[C@H:9]([CH3:12])[CH2:10][CH3:11])[CH2:5][CH2:4][CH2:3][CH2:2]1. The yield is 0.370.